Dataset: Reaction yield outcomes from USPTO patents with 853,638 reactions. Task: Predict the reaction yield, written as a fraction of the theoretical maximum amount of product (1.0 means a 100% yield; for example, 0.34 means a 34% yield). (1) The reactants are Cl[C:2]1[CH:3]=[CH:4][C:5]2[N:6]([C:8]([C:18]3[CH:23]=[CH:22][N:21]=[C:20]([NH2:24])[CH:19]=3)=[C:9]([C:11]3[CH:16]=[CH:15][CH:14]=[C:13]([CH3:17])[CH:12]=3)[N:10]=2)[N:7]=1.[H][H]. The catalyst is C(O)(=O)C.[C].[Pd]. The product is [CH3:17][C:13]1[CH:12]=[C:11]([C:9]2[N:10]=[C:5]3[CH:4]=[CH:3][CH:2]=[N:7][N:6]3[C:8]=2[C:18]2[CH:23]=[CH:22][N:21]=[C:20]([NH2:24])[CH:19]=2)[CH:16]=[CH:15][CH:14]=1. The yield is 0.540. (2) The reactants are [OH-].[Na+].[CH3:3][C:4]1[C:9]([CH:10]([CH2:15][CH2:16][CH3:17])[C:11]([O:13]C)=[O:12])=[C:8]([C:18]2[CH:23]=[CH:22][C:21]([CH3:24])=[CH:20][CH:19]=2)[N:7]=[C:6]([N:25]2[CH2:30][CH2:29][CH2:28][CH:27]([O:31][C:32]3[CH:37]=[CH:36][CH:35]=[CH:34][CH:33]=3)[CH2:26]2)[N:5]=1. The catalyst is CO. The product is [CH3:3][C:4]1[C:9]([CH:10]([CH2:15][CH2:16][CH3:17])[C:11]([OH:13])=[O:12])=[C:8]([C:18]2[CH:23]=[CH:22][C:21]([CH3:24])=[CH:20][CH:19]=2)[N:7]=[C:6]([N:25]2[CH2:30][CH2:29][CH2:28][CH:27]([O:31][C:32]3[CH:37]=[CH:36][CH:35]=[CH:34][CH:33]=3)[CH2:26]2)[N:5]=1. The yield is 0.260. (3) The reactants are [Br:1][C:2]1[CH:9]=[C:8](F)[C:5]([C:6]#[N:7])=[C:4]([F:11])[CH:3]=1.[CH3:12][O-:13].[Na+]. The catalyst is C1COCC1. The product is [Br:1][C:2]1[CH:9]=[C:8]([O:13][CH3:12])[C:5]([C:6]#[N:7])=[C:4]([F:11])[CH:3]=1. The yield is 0.990. (4) The reactants are [CH3:1][O:2][C:3]([C:5]1[NH:6][CH:7]=[CH:8][CH:9]=1)=[O:4].Br[CH2:11][CH2:12][CH2:13][CH2:14][CH2:15][CH3:16].C(=O)([O-])[O-].[K+].[K+].C(OCC)(=O)C. The yield is 0.580. The product is [CH2:11]([N:6]1[CH:7]=[CH:8][CH:9]=[C:5]1[C:3]([O:2][CH3:1])=[O:4])[CH2:12][CH2:13][CH2:14][CH2:15][CH3:16]. The catalyst is CN(C)C=O.